Dataset: Catalyst prediction with 721,799 reactions and 888 catalyst types from USPTO. Task: Predict which catalyst facilitates the given reaction. Reactant: [CH3:1][O:2][C:3](=[O:17])[CH2:4][CH:5]1[CH2:7][CH:6]1[C:8]1[CH:13]=[CH:12][C:11]([O:14]C)=[C:10]([F:16])[CH:9]=1.B(Br)(Br)Br.CO. Product: [CH3:1][O:2][C:3](=[O:17])[CH2:4][CH:5]1[CH2:7][CH:6]1[C:8]1[CH:13]=[CH:12][C:11]([OH:14])=[C:10]([F:16])[CH:9]=1. The catalyst class is: 2.